Dataset: Catalyst prediction with 721,799 reactions and 888 catalyst types from USPTO. Task: Predict which catalyst facilitates the given reaction. (1) Reactant: [OH:1][CH2:2][C@@H:3]1[CH2:8][CH2:7][N:6]([C:9]([O:11][C:12]2([CH3:15])[CH2:14][CH2:13]2)=[O:10])[CH2:5][C@@H:4]1[O:16][CH3:17].CS(O[CH:23]1[CH2:26][N:25]([C:27]([O:29][C:30]([CH3:33])([CH3:32])[CH3:31])=[O:28])[CH2:24]1)(=O)=O.[H-].[Na+].[NH4+].[Cl-]. Product: [C:30]([O:29][C:27]([N:25]1[CH2:26][CH:23]([O:1][CH2:2][C@@H:3]2[CH2:8][CH2:7][N:6]([C:9]([O:11][C:12]3([CH3:15])[CH2:14][CH2:13]3)=[O:10])[CH2:5][C@@H:4]2[O:16][CH3:17])[CH2:24]1)=[O:28])([CH3:33])([CH3:31])[CH3:32]. The catalyst class is: 711. (2) Reactant: [Cl:1][C:2]1[C:3]([CH2:8][NH:9][C:10]([C@@H:12]2[CH2:17][N:16]3[C:18](=[O:21])[O:19][CH2:20][C@H:15]3[CH2:14][CH2:13]2)=O)=[N:4][CH:5]=[CH:6][N:7]=1.O=P(Cl)(Cl)Cl.C([O-])(O)=O.[Na+]. Product: [Cl:1][C:2]1[C:3]2[N:4]([C:10]([C@H:12]3[CH2:17][N:16]4[C:18](=[O:21])[O:19][CH2:20][C@@H:15]4[CH2:14][CH2:13]3)=[N:9][CH:8]=2)[CH:5]=[CH:6][N:7]=1. The catalyst class is: 23. (3) Reactant: [CH3:1][C:2]1[C:3]([C:8]#[N:9])=[N:4][CH:5]=[CH:6][CH:7]=1.C1C=C(Cl)C=C(C(OO)=[O:18])C=1. Product: [CH3:1][C:2]1[CH:7]=[CH:6][CH:5]=[N+:4]([O-:18])[C:3]=1[C:8]#[N:9]. The catalyst class is: 2. (4) Reactant: Br[CH:2]([C:4]1[C:13]([Cl:14])=[N:12][C:11]2[C:6](=[CH:7][CH:8]=[CH:9][C:10]=2[Cl:15])[N:5]=1)[CH3:3].[C:16]1(=[O:26])[NH:20][C:19](=[O:21])[C:18]2=[CH:22][CH:23]=[CH:24][CH:25]=[C:17]12.[K].O.CCOC(C)=O. Product: [Cl:14][C:13]1[C:4]([CH:2]([N:20]2[C:16](=[O:26])[C:17]3[C:18](=[CH:22][CH:23]=[CH:24][CH:25]=3)[C:19]2=[O:21])[CH3:3])=[N:5][C:6]2[C:11]([N:12]=1)=[C:10]([Cl:15])[CH:9]=[CH:8][CH:7]=2. The catalyst class is: 3. (5) Reactant: [F:1][C:2]1[CH:10]=[C:9]([F:11])[CH:8]=[C:7]([F:12])[C:3]=1[C:4](Cl)=[O:5].[NH2:13][C:14]1[CH:19]=[CH:18][CH:17]=[C:16]([NH2:20])[N:15]=1.O1CCOCC1. Product: [NH2:13][C:14]1[N:15]=[C:16]([NH:20][C:4](=[O:5])[C:3]2[C:2]([F:1])=[CH:10][C:9]([F:11])=[CH:8][C:7]=2[F:12])[CH:17]=[CH:18][CH:19]=1. The catalyst class is: 2. (6) Reactant: [H-].[Na+].[CH3:3][C:4]([O:7][C:8](=[O:39])[NH:9][S:10]([NH:13][C:14]1[CH:19]=[CH:18][CH:17]=[C:16]([C:20]2[C:29]3[C:24](=[CH:25][C:26]([O:35][CH3:36])=[C:27]4[O:32][C:31]([CH3:34])([CH3:33])[CH2:30][C:28]4=3)[CH2:23][C:22]([CH3:38])([CH3:37])[N:21]=2)[CH:15]=1)(=[O:12])=[O:11])([CH3:6])[CH3:5].Br[CH2:41][CH2:42]Br.O. Product: [CH3:6][C:4]([O:7][C:8]([N:9]1[CH2:42][CH2:41][N:13]([C:14]2[CH:19]=[CH:18][CH:17]=[C:16]([C:20]3[C:29]4[C:24](=[CH:25][C:26]([O:35][CH3:36])=[C:27]5[O:32][C:31]([CH3:34])([CH3:33])[CH2:30][C:28]5=4)[CH2:23][C:22]([CH3:38])([CH3:37])[N:21]=3)[CH:15]=2)[S:10]1(=[O:11])=[O:12])=[O:39])([CH3:3])[CH3:5]. The catalyst class is: 9. (7) Reactant: [Br:1][C:2]1[CH:3]=[CH:4][C:5](/[CH:9]=[N:10]/[C:11]2[CH:16]=[CH:15][CH:14]=[CH:13][CH:12]=2)=[C:6]([OH:8])[CH:7]=1.C(=O)([O-])[O-].[K+].[K+].[CH2:23](Br)[C:24]1[CH:29]=[CH:28][CH:27]=[CH:26][CH:25]=1. Product: [CH2:23]([O:8][C:6]1[CH:7]=[C:2]([Br:1])[CH:3]=[CH:4][C:5]=1/[CH:9]=[N:10]/[C:11]1[CH:12]=[CH:13][CH:14]=[CH:15][CH:16]=1)[C:24]1[CH:29]=[CH:28][CH:27]=[CH:26][CH:25]=1. The catalyst class is: 9.